From a dataset of Drug-target binding data from BindingDB using IC50 measurements. Regression. Given a target protein amino acid sequence and a drug SMILES string, predict the binding affinity score between them. We predict pIC50 (pIC50 = -log10(IC50 in M); higher means more potent). Dataset: bindingdb_ic50. The drug is N#Cc1cnc2cc(OC[C@@H](O)CO)c(NC(=O)CC3CSSC3)cc2c1Nc1ccc(OCc2cccc(F)c2)c(Cl)c1. The target protein sequence is MRPSGTAGAALLALLAALCPASRALEEKKVCQGTSNKLTQLGTFEDHFLSLQRMFNNCEVVLGNLEITYVQRNYDLSFLKTIQEVAGYVLIALNTVERIPLENLQIIRGNMYYENSYALAVLSNYDANKTGLKELPMRNLQEILHGAVRFSNNPALCNVESIQWRDIVSSDFLSNMSMDFQNHLGSCQKCDPSCPNGSCWGAGEENCQKLTKIICAQQCSGRCRGKSPSDCCHNQCAAGCTGPRESDCLVCRKFRDEATCKDTCPPLMLYNPTTYQMDVNPEGKYSFGATCVKKCPRNYVVTDHGSCVRACGADSYEMEEDGVRKCKKCEGPCRKVCNGIGIGEFKDSLSINATNIKHFKNCTSISGDLHILPVAFRGDSFTHTPPLDPQELDILKTVKEITGFLLIQAWPENRTDLHAFENLEIIRGRTKQHGQFSLAVVSLNITSLGLRSLKEISDGDVIISGNKNLCYANTINWKKLFGTSGQKTKIISNRGENSCK.... The pIC50 is 5.3.